This data is from Forward reaction prediction with 1.9M reactions from USPTO patents (1976-2016). The task is: Predict the product of the given reaction. (1) Given the reactants Br[C:2]1[CH:3]=[C:4]2[C:8](=[C:9]([C:11]([NH2:13])=[O:12])[CH:10]=1)[NH:7][CH:6]=[C:5]2[CH:14]1[CH2:19][CH2:18][S:17](=[O:21])(=[O:20])[CH2:16][CH2:15]1.[B:22]1([B:22]2[O:26][C:25]([CH3:28])([CH3:27])[C:24]([CH3:30])([CH3:29])[O:23]2)[O:26][C:25]([CH3:28])([CH3:27])[C:24]([CH3:30])([CH3:29])[O:23]1.CC([O-])=O.[K+], predict the reaction product. The product is: [O:20]=[S:17]1(=[O:21])[CH2:18][CH2:19][CH:14]([C:5]2[C:4]3[C:8](=[C:9]([C:11]([NH2:13])=[O:12])[CH:10]=[C:2]([B:22]4[O:26][C:25]([CH3:28])([CH3:27])[C:24]([CH3:30])([CH3:29])[O:23]4)[CH:3]=3)[NH:7][CH:6]=2)[CH2:15][CH2:16]1. (2) Given the reactants S(=O)(=O)(O)O.[N+:6]([O-:9])(O)=[O:7].[CH3:10][C:11]1[NH:12][C:13]([CH3:18])=[CH:14][C:15](=[O:17])[CH:16]=1.[OH-].[Na+], predict the reaction product. The product is: [CH3:10][C:11]1[NH:12][C:13]([CH3:18])=[CH:14][C:15](=[O:17])[C:16]=1[N+:6]([O-:9])=[O:7]. (3) Given the reactants Br[C:2]1[C:3]([O:9][CH2:10][C@H:11]2[CH2:13][C@@H:12]2[C:14]2[CH:19]=[CH:18][C:17]([O:20][CH3:21])=[CH:16][N:15]=2)=[N:4][C:5]([CH3:8])=[N:6][CH:7]=1.[CH3:22][N:23]1[CH:27]=[C:26](B2OC(C)(C)C(C)(C)O2)[CH:25]=[N:24]1.P([O-])([O-])([O-])=O.[K+].[K+].[K+].COC1C=CC=C(OC)C=1C1C=CC=CC=1P(C1CCCCC1)C1CCCCC1, predict the reaction product. The product is: [CH3:21][O:20][C:17]1[CH:18]=[CH:19][C:14]([C@H:12]2[CH2:13][C@@H:11]2[CH2:10][O:9][C:3]2[C:2]([C:26]3[CH:25]=[N:24][N:23]([CH3:22])[CH:27]=3)=[CH:7][N:6]=[C:5]([CH3:8])[N:4]=2)=[N:15][CH:16]=1. (4) Given the reactants [Cl:1][C:2]1[CH:7]=[CH:6][C:5]([NH:8]C(=O)C(C)(C)C)=[C:4]([CH3:15])[C:3]=1[C:16]([F:19])([F:18])[F:17].Cl, predict the reaction product. The product is: [Cl:1][C:2]1[CH:7]=[CH:6][C:5]([NH2:8])=[C:4]([CH3:15])[C:3]=1[C:16]([F:17])([F:18])[F:19]. (5) Given the reactants C1(O[C:8](=[O:30])[NH:9][C:10]2[S:14][N:13]=[C:12]([O:15][CH2:16][C:17]3[C:22]([F:23])=[CH:21][C:20]([CH3:24])=[C:19]([F:25])[C:18]=3[F:26])[C:11]=2[C:27](=[O:29])[NH2:28])C=CC=CC=1.[NH2:31][CH2:32][CH2:33][CH2:34][CH2:35][N:36]([CH2:40][CH3:41])[CH2:37][CH2:38][OH:39], predict the reaction product. The product is: [CH2:40]([N:36]([CH2:37][CH2:38][OH:39])[CH2:35][CH2:34][CH2:33][CH2:32][NH:31][C:8](=[O:30])[NH:9][C:10]1[S:14][N:13]=[C:12]([O:15][CH2:16][C:17]2[C:22]([F:23])=[CH:21][C:20]([CH3:24])=[C:19]([F:25])[C:18]=2[F:26])[C:11]=1[C:27]([NH2:28])=[O:29])[CH3:41]. (6) The product is: [C:31]([C:26]1[CH:25]=[C:24]([C:15]2[N:16]=[C:17]([C:19]([OH:21])=[O:20])[S:18][C:14]=2[C:5]2[CH:6]=[C:7]([F:9])[CH:8]=[C:3]([C:1]#[N:2])[CH:4]=2)[CH:29]=[CH:28][C:27]=1[F:30])#[N:32]. Given the reactants [C:1]([C:3]1[CH:4]=[C:5](B(O)O)[CH:6]=[C:7]([F:9])[CH:8]=1)#[N:2].Br[C:14]1[S:18][C:17]([C:19]([O:21]CC)=[O:20])=[N:16][C:15]=1[C:24]1[CH:29]=[CH:28][C:27]([F:30])=[C:26]([C:31]#[N:32])[CH:25]=1.C(=O)(O)[O-].[Na+], predict the reaction product.